Dataset: Full USPTO retrosynthesis dataset with 1.9M reactions from patents (1976-2016). Task: Predict the reactants needed to synthesize the given product. (1) Given the product [CH2:36]1[C:37]2[C:33](=[CH:32][C:31]([N:29]3[C:20]4[N:21]=[C:22]([NH:1][C:2]5[CH:3]=[CH:4][C:5]([CH2:8][C:9]([OH:11])=[O:10])=[CH:6][CH:7]=5)[N:23]=[CH:24][C:19]=4[C:18](=[O:40])[C:17]([C:15](=[O:16])[NH:14][O:13][CH3:12])=[CH:30]3)=[CH:39][CH:38]=2)[CH2:34][CH2:35]1, predict the reactants needed to synthesize it. The reactants are: [NH2:1][C:2]1[CH:7]=[CH:6][C:5]([CH2:8][C:9]([OH:11])=[O:10])=[CH:4][CH:3]=1.[CH3:12][O:13][NH:14][C:15]([C:17]1[C:18](=[O:40])[C:19]2[CH:24]=[N:23][C:22](S(C)(=O)=O)=[N:21][C:20]=2[N:29]([C:31]2[CH:32]=[C:33]3[C:37](=[CH:38][CH:39]=2)[CH2:36][CH2:35][CH2:34]3)[CH:30]=1)=[O:16]. (2) Given the product [N:26]1([CH2:25][CH2:24][CH2:23][O:22][C:19]2[CH:18]=[CH:17][C:16]([CH:13]3[CH2:14][CH2:15][N:10]([C:7]([N:1]4[CH2:6][CH2:5][O:4][CH2:3][CH2:2]4)=[O:8])[CH2:11][CH2:12]3)=[CH:21][CH:20]=2)[CH2:31][CH2:30][CH2:29][CH2:28][CH2:27]1, predict the reactants needed to synthesize it. The reactants are: [N:1]1([C:7](Cl)=[O:8])[CH2:6][CH2:5][O:4][CH2:3][CH2:2]1.[NH:10]1[CH2:15][CH2:14][CH:13]([C:16]2[CH:21]=[CH:20][C:19]([O:22][CH2:23][CH2:24][CH2:25][N:26]3[CH2:31][CH2:30][CH2:29][CH2:28][CH2:27]3)=[CH:18][CH:17]=2)[CH2:12][CH2:11]1.CCN(CC1C=CC=CC=1)CC.C=CC1C=CC=CC=1.C=CC1C=CC(C=C)=CC=1. (3) Given the product [C:1]([C:3]1[C:4]([N:21]2[CH2:26][CH2:25][CH:24]([C:27](=[O:28])[NH:42][S:39]([CH2:38][C:35]3[CH:36]=[CH:37][C:32]([O:31][CH3:30])=[CH:33][CH:34]=3)(=[O:40])=[O:41])[CH2:23][CH2:22]2)=[N:5][C:6]([CH2:14][N:15]2[CH2:19][CH2:18][CH2:17][C:16]2=[O:20])=[C:7]([CH:8]=1)[C:9]([O:11][CH2:12][CH3:13])=[O:10])#[N:2], predict the reactants needed to synthesize it. The reactants are: [C:1]([C:3]1[C:4]([N:21]2[CH2:26][CH2:25][CH:24]([C:27](O)=[O:28])[CH2:23][CH2:22]2)=[N:5][C:6]([CH2:14][N:15]2[CH2:19][CH2:18][CH2:17][C:16]2=[O:20])=[C:7]([C:9]([O:11][CH2:12][CH3:13])=[O:10])[CH:8]=1)#[N:2].[CH3:30][O:31][C:32]1[CH:37]=[CH:36][C:35]([CH2:38][S:39]([NH2:42])(=[O:41])=[O:40])=[CH:34][CH:33]=1. (4) Given the product [F:25][C:26]1[CH:31]=[CH:30][CH:29]=[CH:28][C:27]=1[N:32]1[C:5]([C:7]2[C:12](=[O:13])[CH:11]=[CH:10][N:9]([C:14]3[CH:19]=[CH:18][C:17]([C:20]([F:22])([F:21])[F:23])=[CH:16][CH:15]=3)[N:8]=2)=[CH:4][CH:3]=[N:33]1, predict the reactants needed to synthesize it. The reactants are: CN(C)/[CH:3]=[CH:4]/[C:5]([C:7]1[C:12](=[O:13])[CH:11]=[CH:10][N:9]([C:14]2[CH:19]=[CH:18][C:17]([C:20]([F:23])([F:22])[F:21])=[CH:16][CH:15]=2)[N:8]=1)=O.[F:25][C:26]1[CH:31]=[CH:30][CH:29]=[CH:28][C:27]=1[NH:32][NH2:33]. (5) Given the product [F:32][C:33]1[CH:34]=[C:35]([C@H:39]2[CH2:44][CH2:43][C@H:42]([CH:45]=[CH:3][CH2:4][CH2:5][CH3:6])[CH2:41][CH2:40]2)[CH:36]=[CH:37][CH:38]=1, predict the reactants needed to synthesize it. The reactants are: [Br-].O([P+](C1C=CC=CC=1)(C1C=CC=CC=1)C1C=CC=CC=1)[CH2:3][CH2:4][CH2:5][CH3:6].CC(C)([O-])C.[K+].[F:32][C:33]1[CH:34]=[C:35]([C@H:39]2[CH2:44][CH2:43][C@H:42]([CH:45]=O)[CH2:41][CH2:40]2)[CH:36]=[CH:37][CH:38]=1.O. (6) Given the product [CH3:25][C:8]([C:5]1[CH:6]=[CH:7][C:2]([B:30]2[O:31][C:32]([CH3:34])([CH3:33])[C:28]([CH3:44])([CH3:27])[O:29]2)=[CH:3][CH:4]=1)([CH3:26])[C:9]([N:11]1[CH2:15][CH2:14][C@@:13]2([C:19]3[CH:20]=[CH:21][CH:22]=[CH:23][C:18]=3[C:17](=[O:24])[O:16]2)[CH2:12]1)=[O:10], predict the reactants needed to synthesize it. The reactants are: Br[C:2]1[CH:7]=[CH:6][C:5]([C:8]([CH3:26])([CH3:25])[C:9]([N:11]2[CH2:15][CH2:14][C@@:13]3([C:19]4[CH:20]=[CH:21][CH:22]=[CH:23][C:18]=4[C:17](=[O:24])[O:16]3)[CH2:12]2)=[O:10])=[CH:4][CH:3]=1.[CH3:27][C:28]1([CH3:44])[C:32]([CH3:34])([CH3:33])[O:31][B:30]([B:30]2[O:31][C:32]([CH3:34])([CH3:33])[C:28]([CH3:44])([CH3:27])[O:29]2)[O:29]1.C([O-])(=O)C.[K+].ClCCl.O1CCOCC1.